This data is from HIV replication inhibition screening data with 41,000+ compounds from the AIDS Antiviral Screen. The task is: Binary Classification. Given a drug SMILES string, predict its activity (active/inactive) in a high-throughput screening assay against a specified biological target. (1) The drug is CSC1=NC(=Cc2cccs2)C(=O)N1CN1CCCCC1. The result is 0 (inactive). (2) The drug is CC1N=C(c2ccccn2)C(c2ccccn2)=NC1c1ccccc1. The result is 0 (inactive). (3) The molecule is CN(C)c1ccc(C=C2Cc3ccccc3C2=O)cc1. The result is 0 (inactive). (4) The drug is OCCOCn1nc(-c2ccccc2)nc1-c1cnccn1. The result is 0 (inactive). (5) The molecule is CC1(c2ccccc2)CCCCC1=NNC(N)=O. The result is 1 (active).